This data is from Peptide-MHC class I binding affinity with 185,985 pairs from IEDB/IMGT. The task is: Regression. Given a peptide amino acid sequence and an MHC pseudo amino acid sequence, predict their binding affinity value. This is MHC class I binding data. (1) The peptide sequence is LTPEKGWLSTY. The MHC is Mamu-B17 with pseudo-sequence Mamu-B17. The binding affinity (normalized) is 0.0135. (2) The peptide sequence is HAPWTQMAM. The MHC is HLA-B08:01 with pseudo-sequence HLA-B08:01. The binding affinity (normalized) is 0.0847. (3) The peptide sequence is INKRKKTSL. The MHC is HLA-B08:01 with pseudo-sequence HLA-B08:01. The binding affinity (normalized) is 0.731. (4) The peptide sequence is RVRAYTYSK. The MHC is HLA-A30:01 with pseudo-sequence HLA-A30:01. The binding affinity (normalized) is 1.00.